The task is: Binary Classification. Given a miRNA mature sequence and a target amino acid sequence, predict their likelihood of interaction.. This data is from Experimentally validated miRNA-target interactions with 360,000+ pairs, plus equal number of negative samples. (1) The miRNA is dme-bantam-3p with sequence UGAGAUCAUUUUGAAAGCUGAUU. The protein sequence of the target gene is MRLRVRLLKRTWPLEVPETEPTLGHLRSHLRQSLLCTWGYSSNTRFTITLNYKDPLTGDEETLASYGIVSGDLICLILQDDIPAPNIPSSTDSEHSSLQNNEQPSLATSSNQTSMQDEQPSDSFQGQAAQSGVWNDDSMLGPSQNFEAESIQDNAHMAEGTGFYPSEPMLCSESVEGQVPHSLETLYQSADCSDANDALIVLIHLLMLESGYIPQGTEAKALSMPEKWKLSGVYKLQYMHPLCEGSSATLTCVPLGNLIVVNATLKINNEIRSVKRLQLLPESFICKEKLGENVANIYKD.... Result: 0 (no interaction). (2) The miRNA is mmu-miR-329-5p with sequence AGAGGUUUUCUGGGUCUCUGUU. The protein sequence of the target gene is METSQETSLFLVKILEELDSKQNTVSYQDLCKSLCARFDLSQLAKLRSVLFYTACLDPNFPATLFKDKMKCTVNNQQSKKIMVAADIVTIFNLIQMNGGAAKEKLPTGRQKVRKKEASFESCRSDTEICNAAECEPLNCELSERSFSRGYPIRQSSKCRKMDCKDCPQFVPASEPNFLLGVSKEVKNRAASLDRLQALAPYSVTSPQPCEMQRTYFPMNIENESISDQDSLPINQSIKETFISNEEPFVVQSCVQKRNIFKEDFHNLMAVSPSLVGPISKAENEHREPQSRKEPHKPPFF.... Result: 0 (no interaction).